Dataset: Reaction yield outcomes from USPTO patents with 853,638 reactions. Task: Predict the reaction yield, written as a fraction of the theoretical maximum amount of product (1.0 means a 100% yield; for example, 0.34 means a 34% yield). (1) The reactants are [F:1][C:2]([F:41])([F:40])[C:3]1[N:7]2[N:8]=[C:9]([N:12]3[CH2:17][CH2:16][CH:15]([C:18]4[CH:39]=[CH:38][C:21]([O:22][CH2:23][CH2:24][N:25]5[CH2:30][CH2:29][N:28]([C:31]([O:33][C:34]([CH3:37])([CH3:36])[CH3:35])=[O:32])[CH2:27][CH2:26]5)=[CH:20][CH:19]=4)[CH2:14][CH2:13]3)[CH:10]=[CH:11][C:6]2=[N:5][N:4]=1.C([O-])=O.[NH4+]. The catalyst is [Pd].C(O)C. The product is [F:41][C:2]([F:1])([F:40])[C:3]1[N:7]2[N:8]=[C:9]([N:12]3[CH2:13][CH2:14][CH:15]([C:18]4[CH:19]=[CH:20][C:21]([O:22][CH2:23][CH2:24][N:25]5[CH2:26][CH2:27][N:28]([C:31]([O:33][C:34]([CH3:35])([CH3:36])[CH3:37])=[O:32])[CH2:29][CH2:30]5)=[CH:38][CH:39]=4)[CH2:16][CH2:17]3)[CH2:10][CH2:11][C:6]2=[N:5][N:4]=1. The yield is 0.810. (2) The reactants are Cl[C:2]([F:7])([F:6])C([O-])=O.[Na+].[OH:9][C:10]1[CH:17]=[CH:16][C:13]([CH:14]=[O:15])=[CH:12][C:11]=1[CH3:18].C(=O)([O-])[O-].[K+].[K+]. The catalyst is CN(C=O)C.O. The product is [F:7][CH:2]([F:6])[O:9][C:10]1[CH:17]=[CH:16][C:13]([CH:14]=[O:15])=[CH:12][C:11]=1[CH3:18]. The yield is 0.630. (3) The reactants are [Cl:1][C:2]1[CH:3]=[C:4]2[C:8](=[CH:9][C:10]=1[Cl:11])[C:7](=O)[N:6]([C:13]1[C:14]([CH3:35])=[C:15]([CH3:34])[C:16]3[O:20][C:19]([CH3:22])([CH3:21])[CH:18]([C:23]4[CH:28]=[CH:27][C:26]([CH:29]([CH3:31])[CH3:30])=[CH:25][CH:24]=4)[C:17]=3[C:32]=1[CH3:33])[C:5]2=O. The catalyst is CCCCCC. The product is [Cl:11][C:10]1[CH:9]=[C:8]2[C:4](=[CH:3][C:2]=1[Cl:1])[CH2:5][N:6]([C:13]1[C:14]([CH3:35])=[C:15]([CH3:34])[C:16]3[O:20][C:19]([CH3:21])([CH3:22])[CH:18]([C:23]4[CH:28]=[CH:27][C:26]([CH:29]([CH3:31])[CH3:30])=[CH:25][CH:24]=4)[C:17]=3[C:32]=1[CH3:33])[CH2:7]2. The yield is 0.160. (4) The reactants are [CH3:1][Mg]Cl.N#N.[CH2:6]([O:13][C:14]1[CH:15]=[C:16]2[C:21](=[CH:22][CH:23]=1)[CH:20]=[C:19]([C:24]1[CH:33]=[CH:32][C:27]([C:28]([O:30][CH3:31])=[O:29])=[CH:26][CH:25]=1)[C:18](OS(C(F)(F)F)(=O)=O)=[CH:17]2)[C:7]1[CH:12]=[CH:11][CH:10]=[CH:9][CH:8]=1. The catalyst is C1COCC1.[Cl-].[Cl-].[Zn+2].C1C=CC([P]([Pd]([P](C2C=CC=CC=2)(C2C=CC=CC=2)C2C=CC=CC=2)([P](C2C=CC=CC=2)(C2C=CC=CC=2)C2C=CC=CC=2)[P](C2C=CC=CC=2)(C2C=CC=CC=2)C2C=CC=CC=2)(C2C=CC=CC=2)C2C=CC=CC=2)=CC=1. The product is [CH2:6]([O:13][C:14]1[CH:15]=[C:16]2[C:21](=[CH:22][CH:23]=1)[CH:20]=[C:19]([C:24]1[CH:33]=[CH:32][C:27]([C:28]([O:30][CH3:31])=[O:29])=[CH:26][CH:25]=1)[C:18]([CH3:1])=[CH:17]2)[C:7]1[CH:12]=[CH:11][CH:10]=[CH:9][CH:8]=1. The yield is 0.680.